Predict the reactants needed to synthesize the given product. From a dataset of Full USPTO retrosynthesis dataset with 1.9M reactions from patents (1976-2016). (1) Given the product [NH2:2][CH2:1][CH2:3][O:4][CH:5]1[CH2:8][N:7]([C:9]([O:11][C:12]([CH3:15])([CH3:14])[CH3:13])=[O:10])[CH2:6]1, predict the reactants needed to synthesize it. The reactants are: [C:1]([CH2:3][O:4][CH:5]1[CH2:8][N:7]([C:9]([O:11][C:12]([CH3:15])([CH3:14])[CH3:13])=[O:10])[CH2:6]1)#[N:2]. (2) Given the product [Cl:11][C:9]1[CH:8]=[CH:7][C:6]2[O:12][CH:2]([CH:13]([CH3:15])[CH3:14])[C:3](=[O:17])[NH:4][C:5]=2[CH:10]=1, predict the reactants needed to synthesize it. The reactants are: Br[CH:2]([CH:13]([CH3:15])[CH3:14])[CH2:3][N-:4][C:5]1[CH:10]=[C:9]([Cl:11])[CH:8]=[CH:7][C:6]=1[OH:12].C(=O)([O-])[O-:17].[K+].[K+].O.Cl. (3) Given the product [CH3:1][C:2]1[CH:7]=[C:6]([CH3:8])[CH:5]=[CH:4][C:3]=1[N:9]1[CH2:10][CH2:11][N:12]([C:15]([C:17]2[CH:22]=[CH:21][C:20]([N:23]3[CH2:24][CH:25]([C:29]([N:36]4[CH2:37][C:38]([F:40])([F:39])[C:34]([F:41])([F:33])[CH2:35]4)=[O:31])[CH2:26][C:27]3=[O:28])=[CH:19][CH:18]=2)=[O:16])[CH2:13][CH2:14]1, predict the reactants needed to synthesize it. The reactants are: [CH3:1][C:2]1[CH:7]=[C:6]([CH3:8])[CH:5]=[CH:4][C:3]=1[N:9]1[CH2:14][CH2:13][N:12]([C:15]([C:17]2[CH:22]=[CH:21][C:20]([N:23]3[C:27](=[O:28])[CH2:26][CH:25]([C:29]([OH:31])=O)[CH2:24]3)=[CH:19][CH:18]=2)=[O:16])[CH2:11][CH2:10]1.Cl.[F:33][C:34]1([F:41])[C:38]([F:40])([F:39])[CH2:37][NH:36][CH2:35]1. (4) Given the product [Cl:41][C:38]1[CH:37]=[CH:36][C:35]([C@@:31]2([OH:34])[CH2:32][CH2:33][N:28]([C:26]([C@H:22]3[CH2:23][CH2:24][CH2:25][C@H:21]3[NH:20][C:18](=[O:19])[C:17]3[CH:44]=[CH:45][CH:46]=[C:15]([C:12]4[N:11]=[N:10][NH:14][N:13]=4)[CH:16]=3)=[O:27])[CH2:29][C:30]2([CH3:42])[CH3:43])=[CH:40][CH:39]=1, predict the reactants needed to synthesize it. The reactants are: C(OC[N:10]1[N:14]=[N:13][C:12]([C:15]2[CH:16]=[C:17]([CH:44]=[CH:45][CH:46]=2)[C:18]([NH:20][C@@H:21]2[CH2:25][CH2:24][CH2:23][C@@H:22]2[C:26]([N:28]2[CH2:33][CH2:32][C@@:31]([C:35]3[CH:40]=[CH:39][C:38]([Cl:41])=[CH:37][CH:36]=3)([OH:34])[C:30]([CH3:43])([CH3:42])[CH2:29]2)=[O:27])=[O:19])=[N:11]1)C1C=CC=CC=1.C(O)C1C=CC=CC=1.